Dataset: Acute oral toxicity (LD50) regression data from Zhu et al.. Task: Regression/Classification. Given a drug SMILES string, predict its toxicity properties. Task type varies by dataset: regression for continuous values (e.g., LD50, hERG inhibition percentage) or binary classification for toxic/non-toxic outcomes (e.g., AMES mutagenicity, cardiotoxicity, hepatotoxicity). Dataset: ld50_zhu. The drug is COc1ccc2c(c1)c(CC(=O)Oc1cccc(C(F)(F)F)c1)c(C)n2C(=O)c1ccc(Cl)cc1. The rat oral LD50 is 3.21, given as -log10 of the dose in mol/kg body weight (higher means more acutely toxic).